From a dataset of Reaction yield outcomes from USPTO patents with 853,638 reactions. Predict the reaction yield, written as a fraction of the theoretical maximum amount of product (1.0 means a 100% yield; for example, 0.34 means a 34% yield). (1) The reactants are [Br:1][C:2]1[CH:7]=[CH:6][C:5]([N+:8]([O-:10])=[O:9])=[C:4](F)[CH:3]=1.[NH2:12][CH:13]1[CH2:17][CH2:16][N:15]([C:18]([O:20][C:21]([CH3:24])([CH3:23])[CH3:22])=[O:19])[CH2:14]1.CCN(C(C)C)C(C)C. The catalyst is CS(C)=O.O.C(Cl)Cl. The product is [Br:1][C:2]1[CH:7]=[CH:6][C:5]([N+:8]([O-:10])=[O:9])=[C:4]([NH:12][CH:13]2[CH2:17][CH2:16][N:15]([C:18]([O:20][C:21]([CH3:24])([CH3:23])[CH3:22])=[O:19])[CH2:14]2)[CH:3]=1. The yield is 0.800. (2) The reactants are [CH2:1]([O:3][C:4]([C:6]1[CH:7]=[C:8]2[C:13](=[CH:14][CH:15]=1)[NH:12][CH:11]([C:16]1[CH:21]=[CH:20][C:19]([F:22])=[C:18](Br)[CH:17]=1)[C:10]([CH3:25])([CH3:24])[CH2:9]2)=[O:5])[CH3:2].[NH:26]1[CH2:31][CH2:30][O:29][CH2:28][CH2:27]1.N1CCC[C@H]1C(O)=O.C(=O)([O-])[O-].[K+].[K+]. The catalyst is CS(C)=O.[Cu]I.C(OCC)(=O)C. The product is [CH2:1]([O:3][C:4]([C:6]1[CH:7]=[C:8]2[C:13](=[CH:14][CH:15]=1)[NH:12][CH:11]([C:16]1[CH:17]=[C:18]([N:26]3[CH2:31][CH2:30][O:29][CH2:28][CH2:27]3)[C:19]([F:22])=[CH:20][CH:21]=1)[C:10]([CH3:25])([CH3:24])[CH2:9]2)=[O:5])[CH3:2]. The yield is 0.170. (3) The reactants are Cl[C:2]1[N:7]=[C:6]([NH:8][C@@H:9]2[C@@H:14]3[CH2:15][C@@H:11]([CH:12]=[CH:13]3)[C@@H:10]2[C:16]([NH2:18])=[O:17])[C:5]([Cl:19])=[CH:4][N:3]=1.[NH2:20][C:21]1[C:36]([O:37][CH3:38])=[CH:35][C:24]2[CH2:25][CH2:26][N:27]([CH2:30][C:31]([CH3:34])([OH:33])[CH3:32])[CH2:28][CH2:29][C:23]=2[CH:22]=1. No catalyst specified. The product is [Cl:19][C:5]1[C:6]([NH:8][C@@H:9]2[C@@H:14]3[CH2:15][C@@H:11]([CH:12]=[CH:13]3)[C@@H:10]2[C:16]([NH2:18])=[O:17])=[N:7][C:2]([NH:20][C:21]2[C:36]([O:37][CH3:38])=[CH:35][C:24]3[CH2:25][CH2:26][N:27]([CH2:30][C:31]([OH:33])([CH3:34])[CH3:32])[CH2:28][CH2:29][C:23]=3[CH:22]=2)=[N:3][CH:4]=1. The yield is 0.640.